Dataset: KCNQ2 potassium channel screen with 302,405 compounds. Task: Binary Classification. Given a drug SMILES string, predict its activity (active/inactive) in a high-throughput screening assay against a specified biological target. The molecule is O=C1N(CC=2N(C(=O)NC(C12)c1ccccc1)C)c1cc(ccc1)C. The result is 0 (inactive).